From a dataset of Full USPTO retrosynthesis dataset with 1.9M reactions from patents (1976-2016). Predict the reactants needed to synthesize the given product. (1) Given the product [CH3:36][O:35][C:32]1[CH:31]=[CH:30][C:29]([N:8]2[C:9]3[C:10](=[O:28])[N:11]([C:15]4[CH:20]=[CH:19][C:18]([N:21]5[CH2:26][CH2:25][CH2:24][CH2:23][C:22]5=[O:27])=[CH:17][CH:16]=4)[CH2:12][CH2:13][C:14]=3[C:6]([C:4]([NH2:39])=[O:3])=[N:7]2)=[CH:34][CH:33]=1, predict the reactants needed to synthesize it. The reactants are: C([O:3][C:4]([C:6]1[C:14]2[CH2:13][CH2:12][N:11]([C:15]3[CH:20]=[CH:19][C:18]([N:21]4[CH2:26][CH2:25][CH2:24][CH2:23][C:22]4=[O:27])=[CH:17][CH:16]=3)[C:10](=[O:28])[C:9]=2[N:8]([C:29]2[CH:34]=[CH:33][C:32]([O:35][CH3:36])=[CH:31][CH:30]=2)[N:7]=1)=O)C.C([NH2:39])=O.CO[Na].O. (2) Given the product [CH3:43][CH:44]([CH3:49])[CH2:45][C:46]([NH:1][C:2]1[CH:7]=[CH:6][CH:5]=[CH:4][C:3]=1[N:8]1[C:32](=[O:33])[C:11]2=[CH:12][N:13]([CH2:20][C:21]3[CH:26]=[CH:25][C:24]([N:27]4[CH:31]=[CH:30][CH:29]=[N:28]4)=[CH:23][CH:22]=3)[C:14]3[CH:15]=[CH:16][CH:17]=[CH:18][C:19]=3[C:10]2=[N:9]1)=[O:47], predict the reactants needed to synthesize it. The reactants are: [NH2:1][C:2]1[CH:7]=[CH:6][CH:5]=[CH:4][C:3]=1[N:8]1[C:32](=[O:33])[C:11]2=[CH:12][N:13]([CH2:20][C:21]3[CH:26]=[CH:25][C:24]([N:27]4[CH:31]=[CH:30][CH:29]=[N:28]4)=[CH:23][CH:22]=3)[C:14]3[CH:15]=[CH:16][CH:17]=[CH:18][C:19]=3[C:10]2=[N:9]1.C(N(C(C)C)CC)(C)C.[CH3:43][CH:44]([CH3:49])[CH2:45][C:46](Cl)=[O:47]. (3) The reactants are: [CH3:1][C:2]1([CH3:12])[O:6][C:5](=[CH:7][C:8](Cl)=[O:9])[C:4](=[O:11])[O:3]1.[Cl:13][C:14]1[CH:23]=[CH:22][C:17]([CH2:18][NH:19][O:20][CH3:21])=[CH:16][CH:15]=1. Given the product [Cl:13][C:14]1[CH:15]=[CH:16][C:17]([CH2:18][N:19]([O:20][CH3:21])[C:8](=[O:9])[CH:7]=[C:5]2[C:4](=[O:11])[O:3][C:2]([CH3:12])([CH3:1])[O:6]2)=[CH:22][CH:23]=1, predict the reactants needed to synthesize it. (4) Given the product [O:24]1[C:34]2[C:29](=[CH:30][CH:31]=[CH:32][CH:33]=2)[CH:28]=[C:27]([C:35]([NH:10][C@H:9]([C:11]([O:13][CH3:14])=[O:12])[CH2:8][C:7]2[CH:6]=[CH:5][C:4]([O:3][CH3:2])=[CH:16][CH:15]=2)=[O:36])[C:25]1=[O:26], predict the reactants needed to synthesize it. The reactants are: Cl.[CH3:2][O:3][C:4]1[CH:16]=[CH:15][C:7]([CH2:8][C@@H:9]([C:11]([O:13][CH3:14])=[O:12])[NH2:10])=[CH:6][CH:5]=1.C(N(CC)CC)C.[O:24]1[C:34]2[C:29](=[CH:30][CH:31]=[CH:32][CH:33]=2)[CH:28]=[C:27]([C:35](O)=[O:36])[C:25]1=[O:26].CCN=C=NCCCN(C)C.Cl. (5) Given the product [CH3:1][O:2][C:3](=[O:21])[CH2:4][O:5][C@H:6]1[CH2:7][CH2:8][C@H:9]([C:12]2[CH:13]=[CH:14][C:15]([NH2:18])=[CH:16][CH:17]=2)[CH2:10][CH2:11]1, predict the reactants needed to synthesize it. The reactants are: [CH3:1][O:2][C:3](=[O:21])[CH2:4][O:5][C@H:6]1[CH2:11][CH2:10][C@H:9]([C:12]2[CH:17]=[CH:16][C:15]([N+:18]([O-])=O)=[CH:14][CH:13]=2)[CH2:8][CH2:7]1.